From a dataset of Full USPTO retrosynthesis dataset with 1.9M reactions from patents (1976-2016). Predict the reactants needed to synthesize the given product. (1) Given the product [Br:1][C:2]1[CH:20]=[C:19]2[C:5]([C:6](=[O:22])[C:7](=[O:21])[C:8]3[S:18][CH2:17][C:11]4([CH2:16][CH2:15][N:14]([CH2:35][C@H:33]([OH:34])[CH2:32][O:31][C:30]5[CH:36]=[CH:37][C:27]([C:23]([CH3:26])([CH3:25])[CH3:24])=[CH:28][CH:29]=5)[CH2:13][CH2:12]4)[O:10][C:9]=32)=[CH:4][CH:3]=1, predict the reactants needed to synthesize it. The reactants are: [Br:1][C:2]1[CH:20]=[C:19]2[C:5]([C:6](=[O:22])[C:7](=[O:21])[C:8]3[S:18][CH2:17][C:11]4([CH2:16][CH2:15][NH:14][CH2:13][CH2:12]4)[O:10][C:9]=32)=[CH:4][CH:3]=1.[C:23]([C:27]1[CH:37]=[CH:36][C:30]([O:31][CH2:32][C@@H:33]2[CH2:35][O:34]2)=[CH:29][CH:28]=1)([CH3:26])([CH3:25])[CH3:24]. (2) The reactants are: O[CH2:2][C:3]1[O:7][C:6]([CH2:8][O:9][C:10]([C:23]2[CH:28]=[CH:27][CH:26]=[CH:25][CH:24]=2)([C:17]2[CH:22]=[CH:21][CH:20]=[CH:19][CH:18]=2)[C:11]2[CH:16]=[CH:15][CH:14]=[CH:13][CH:12]=2)=[N:5][C:4]=1[CH3:29].C(N(CC)CC)C.CS([Cl:41])(=O)=O.O. Given the product [Cl:41][CH2:2][C:3]1[O:7][C:6]([CH2:8][O:9][C:10]([C:23]2[CH:28]=[CH:27][CH:26]=[CH:25][CH:24]=2)([C:17]2[CH:22]=[CH:21][CH:20]=[CH:19][CH:18]=2)[C:11]2[CH:16]=[CH:15][CH:14]=[CH:13][CH:12]=2)=[N:5][C:4]=1[CH3:29], predict the reactants needed to synthesize it. (3) Given the product [O:12]([CH2:11][C:3]1([CH2:2][N:34]2[CH:35]=[CH:36][N:37]=[C:33]2[N+:30]([O-:32])=[O:31])[CH2:4][O:5][C:6]([CH3:10])([CH3:9])[O:7][CH2:8]1)[Si:13]([C:26]([CH3:27])([CH3:29])[CH3:28])([C:20]1[CH:25]=[CH:24][CH:23]=[CH:22][CH:21]=1)[C:14]1[CH:15]=[CH:16][CH:17]=[CH:18][CH:19]=1, predict the reactants needed to synthesize it. The reactants are: Br[CH2:2][C:3]1([CH2:11][O:12][Si:13]([C:26]([CH3:29])([CH3:28])[CH3:27])([C:20]2[CH:25]=[CH:24][CH:23]=[CH:22][CH:21]=2)[C:14]2[CH:19]=[CH:18][CH:17]=[CH:16][CH:15]=2)[CH2:8][O:7][C:6]([CH3:10])([CH3:9])[O:5][CH2:4]1.[N+:30]([C:33]1[NH:34][CH:35]=[CH:36][N:37]=1)([O-:32])=[O:31].C(=O)([O-])[O-].[K+].[K+].O. (4) Given the product [F:44][C:45]([F:50])([F:49])[C:46]([OH:48])=[O:47].[NH2:12][CH2:11][CH2:10][CH:9]([NH:8][C:6]([C:5]1[CH:26]=[CH:27][C:2]([Cl:1])=[C:3]([NH:28][C:29]([C:31]2[C:42](=[O:43])[NH:41][C:34]3[N:35]=[C:36]([O:39][CH3:40])[N:37]=[CH:38][C:33]=3[CH:32]=2)=[O:30])[CH:4]=1)=[O:7])[CH:20]1[CH2:21][CH2:22][CH2:23][CH2:24][CH2:25]1, predict the reactants needed to synthesize it. The reactants are: [Cl:1][C:2]1[CH:27]=[CH:26][C:5]([C:6]([NH:8][CH:9]([CH:20]2[CH2:25][CH2:24][CH2:23][CH2:22][CH2:21]2)[CH2:10][CH2:11][NH:12]C(=O)OC(C)(C)C)=[O:7])=[CH:4][C:3]=1[NH:28][C:29]([C:31]1[C:42](=[O:43])[NH:41][C:34]2[N:35]=[C:36]([O:39][CH3:40])[N:37]=[CH:38][C:33]=2[CH:32]=1)=[O:30].[F:44][C:45]([F:50])([F:49])[C:46]([OH:48])=[O:47]. (5) Given the product [N+:1]([C:4]1[CH:5]=[C:6]2[C:10](=[CH:11][CH:12]=1)[NH:9][CH:8]=[C:7]2[C:13]1[CH2:22][CH2:21][C:16](=[O:17])[CH2:15][CH:14]=1)([O-:3])=[O:2], predict the reactants needed to synthesize it. The reactants are: [N+:1]([C:4]1[CH:5]=[C:6]2[C:10](=[CH:11][CH:12]=1)[NH:9][CH:8]=[C:7]2[C:13]1[CH2:22][CH2:21][C:16]2(OCC[O:17]2)[CH2:15][CH:14]=1)([O-:3])=[O:2].Cl. (6) Given the product [N:16]1([CH2:15][C:11]2[CH:10]=[C:9]([NH:8][C:4]3[CH:3]=[C:2]([C:28]4[CH:29]=[CH:30][CH:31]=[CH:32][C:27]=4[O:26][CH3:25])[N:7]=[CH:6][N:5]=3)[CH:14]=[CH:13][CH:12]=2)[C:24]2[C:19](=[CH:20][CH:21]=[CH:22][CH:23]=2)[CH:18]=[CH:17]1, predict the reactants needed to synthesize it. The reactants are: Cl[C:2]1[N:7]=[CH:6][N:5]=[C:4]([NH:8][C:9]2[CH:14]=[CH:13][CH:12]=[C:11]([CH2:15][N:16]3[C:24]4[C:19](=[CH:20][CH:21]=[CH:22][CH:23]=4)[CH:18]=[CH:17]3)[CH:10]=2)[CH:3]=1.[CH3:25][O:26][C:27]1[CH:32]=[CH:31][CH:30]=[CH:29][C:28]=1B(O)O.C([O-])([O-])=O.[Na+].[Na+].O. (7) Given the product [CH3:23][C:22]([N+:19]([O-:21])=[O:20])([CH3:24])[CH:44]([C:43]1[CH:18]=[CH:17][C:16]2[C:41](=[CH:33][CH:32]=[CH:34][CH:15]=2)[CH:42]=1)[OH:40], predict the reactants needed to synthesize it. The reactants are: [F-].[CH2:15]([N+]([CH2:15][CH2:16][CH2:17][CH3:18])([CH2:15][CH2:16][CH2:17][CH3:18])[CH2:15][CH2:16][CH2:17][CH3:18])[CH2:16][CH2:17][CH3:18].[N+:19]([CH:22]([CH3:24])[CH3:23])([O-:21])=[O:20].C(N(CC)CC)C.[C:32]([Si](C)(C)Cl)(C)([CH3:34])[CH3:33].[O:40]1[CH2:44][CH2:43][CH2:42][CH2:41]1. (8) Given the product [CH3:20][N:19]1[C:11]2[CH2:10][CH2:9][C:8](=[CH2:7])[C:21](=[O:22])[C:12]=2[C:13]2[C:18]1=[CH:17][CH:16]=[CH:15][CH:14]=2, predict the reactants needed to synthesize it. The reactants are: CC1N([CH2:7][CH:8]2[C:21](=[O:22])[C:12]3[C:13]4[CH:14]=[CH:15][CH:16]=[CH:17][C:18]=4[N:19]([CH3:20])[C:11]=3[CH2:10][CH2:9]2)C=CN=1.CN1C2CCCC(=O)C=2C2C1=CC=CC=2.C=O.N1CCOCC1. (9) Given the product [Cl:1][C:2]1[CH:3]=[CH:4][C:5]2[CH2:11][S:10](=[O:12])(=[O:13])[N:9]([CH2:22][CH2:23][CH3:24])[N:8]=[C:7]([C:14]3[CH:19]=[CH:18][C:17]([F:20])=[CH:16][CH:15]=3)[C:6]=2[CH:21]=1, predict the reactants needed to synthesize it. The reactants are: [Cl:1][C:2]1[CH:3]=[CH:4][C:5]2[CH2:11][S:10](=[O:13])(=[O:12])[NH:9][N:8]=[C:7]([C:14]3[CH:19]=[CH:18][C:17]([F:20])=[CH:16][CH:15]=3)[C:6]=2[CH:21]=1.[CH2:22](I)[CH2:23][CH3:24].